Dataset: Forward reaction prediction with 1.9M reactions from USPTO patents (1976-2016). Task: Predict the product of the given reaction. Given the reactants [F:1][C:2]1[CH:3]=[C:4]([CH:21]=[CH:22][C:23]=1[C:24]1[CH:29]=[CH:28][N:27]=[C:26]([CH3:30])[CH:25]=1)[CH2:5][NH:6][C:7](=[O:20])[C:8]1[CH:13]=[CH:12][C:11]([N:14]2[CH2:19][CH2:18][NH:17][CH2:16][CH2:15]2)=[N:10][CH:9]=1.CCN(C(C)C)C(C)C.[C:40](Cl)(=[O:42])[CH3:41], predict the reaction product. The product is: [C:40]([N:17]1[CH2:18][CH2:19][N:14]([C:11]2[CH:12]=[CH:13][C:8]([C:7]([NH:6][CH2:5][C:4]3[CH:21]=[CH:22][C:23]([C:24]4[CH:29]=[CH:28][N:27]=[C:26]([CH3:30])[CH:25]=4)=[C:2]([F:1])[CH:3]=3)=[O:20])=[CH:9][N:10]=2)[CH2:15][CH2:16]1)(=[O:42])[CH3:41].